Predict the product of the given reaction. From a dataset of Forward reaction prediction with 1.9M reactions from USPTO patents (1976-2016). The product is: [C:11]([C:9]1[C:23]([OH:24])=[C:7]([CH2:8][NH:19][CH2:18][CH2:17][CH2:16][NH:20][CH2:6][C:7]2[CH:8]=[C:9]([C:11]([CH3:12])([CH3:13])[CH3:14])[CH:10]=[C:5]([C:1]([CH3:2])([CH3:3])[CH3:4])[C:21]=2[OH:22])[CH:6]=[C:5]([C:1]([CH3:4])([CH3:3])[CH3:2])[CH:10]=1)([CH3:14])([CH3:12])[CH3:13]. Given the reactants [C:1]([C:5]1[CH:10]=[C:9]([C:11]([CH3:14])([CH3:13])[CH3:12])[CH:8]=[CH:7][C:6]=1O)([CH3:4])([CH3:3])[CH3:2].[CH2:16]([NH2:20])[CH2:17][CH2:18][NH2:19].[CH2:21]=[O:22].[CH3:23][OH:24], predict the reaction product.